From a dataset of Forward reaction prediction with 1.9M reactions from USPTO patents (1976-2016). Predict the product of the given reaction. (1) Given the reactants [N+:1]([C:4]1[CH:9]=[CH:8][C:7]([N:10]2[CH2:15][CH2:14][N:13]([C:16]([O:18][CH2:19][C:20]3[CH:25]=[CH:24][CH:23]=[CH:22][CH:21]=3)=[O:17])[CH2:12][CH2:11]2)=[CH:6][CH:5]=1)([O-])=O, predict the reaction product. The product is: [NH2:1][C:4]1[CH:5]=[CH:6][C:7]([N:10]2[CH2:11][CH2:12][N:13]([C:16]([O:18][CH2:19][C:20]3[CH:21]=[CH:22][CH:23]=[CH:24][CH:25]=3)=[O:17])[CH2:14][CH2:15]2)=[CH:8][CH:9]=1. (2) Given the reactants [CH3:1][S:2][C:3]1[CH:8]=[CH:7][C:6]([N+:9]([O-:11])=[O:10])=[CH:5][CH:4]=1.ClC1C=C(C=CC=1)C(OO)=[O:17], predict the reaction product. The product is: [CH3:1][S:2]([C:3]1[CH:4]=[CH:5][C:6]([N+:9]([O-:11])=[O:10])=[CH:7][CH:8]=1)=[O:17]. (3) Given the reactants [C:1]([O:5][C:6]([N:8]1[CH2:13][CH:12]2[C:10]([C:14]3[CH:19]=[CH:18][C:17]([N:20]4[CH2:24][C@H:23]([CH2:25][N:26]=[N+]=[N-])[O:22][C:21]4=[O:29])=[CH:16][CH:15]=3)([CH2:11]2)[CH2:9]1)=[O:7])([CH3:4])([CH3:3])[CH3:2].C1(P(C2C=CC=CC=2)C2C=CC=CC=2)C=CC=CC=1, predict the reaction product. The product is: [C:1]([O:5][C:6]([N:8]1[CH2:13][CH:12]2[C:10]([C:14]3[CH:15]=[CH:16][C:17]([N:20]4[CH2:24][C@H:23]([CH2:25][NH2:26])[O:22][C:21]4=[O:29])=[CH:18][CH:19]=3)([CH2:11]2)[CH2:9]1)=[O:7])([CH3:4])([CH3:2])[CH3:3].